This data is from Full USPTO retrosynthesis dataset with 1.9M reactions from patents (1976-2016). The task is: Predict the reactants needed to synthesize the given product. Given the product [CH2:34]([O:36][C:37]([CH:39]1[CH2:44][CH2:43][N:42]([C:27]([CH:24]2[CH2:25][CH2:26][N:21]([C:18]3[CH:17]=[CH:16][C:15]([NH:14][C:12]([C:10]4[N:11]=[C:7]([C:1]5[CH:6]=[CH:5][CH:4]=[CH:3][CH:2]=5)[O:8][C:9]=4[C:30]([F:32])([F:31])[F:33])=[O:13])=[CH:20][CH:19]=3)[CH2:22][CH2:23]2)=[O:28])[CH2:41][CH2:40]1)=[O:38])[CH3:35], predict the reactants needed to synthesize it. The reactants are: [C:1]1([C:7]2[O:8][C:9]([C:30]([F:33])([F:32])[F:31])=[C:10]([C:12]([NH:14][C:15]3[CH:20]=[CH:19][C:18]([N:21]4[CH2:26][CH2:25][CH:24]([C:27](O)=[O:28])[CH2:23][CH2:22]4)=[CH:17][CH:16]=3)=[O:13])[N:11]=2)[CH:6]=[CH:5][CH:4]=[CH:3][CH:2]=1.[CH2:34]([O:36][C:37]([CH:39]1[CH2:44][CH2:43][NH:42][CH2:41][CH2:40]1)=[O:38])[CH3:35].C1CN([P+](Br)(N2CCCC2)N2CCCC2)CC1.F[P-](F)(F)(F)(F)F.C(N(CC)CC)C.